Dataset: Full USPTO retrosynthesis dataset with 1.9M reactions from patents (1976-2016). Task: Predict the reactants needed to synthesize the given product. (1) Given the product [OH:9][C:8]1[C:7]2[C:6](=[CH:13][CH:12]=[CH:11][CH:10]=2)[NH:3][C:16](=[O:18])[CH:17]=1, predict the reactants needed to synthesize it. The reactants are: FF.[N+:3]([C:6]1[CH:13]=[C:12](OC)[CH:11]=[CH:10][C:7]=1[CH:8]=[O:9])([O-])=O.[C:16](OCC)(=[O:18])[CH3:17]. (2) Given the product [NH2:17][C:13]1[CH:12]=[C:11]([CH2:10][C:9]([C:4]2[CH:3]=[C:2]([CH3:1])[CH:7]=[C:6]([CH3:8])[CH:5]=2)=[O:25])[CH:16]=[CH:15][N:14]=1, predict the reactants needed to synthesize it. The reactants are: [CH3:1][C:2]1[CH:3]=[C:4]([C:9](=[O:25])[CH2:10][C:11]2[CH:16]=[CH:15][N:14]=[C:13]([NH:17]C(OC(C)(C)C)=O)[CH:12]=2)[CH:5]=[C:6]([CH3:8])[CH:7]=1.[OH-].[Na+].